This data is from Reaction yield outcomes from USPTO patents with 853,638 reactions. The task is: Predict the reaction yield, written as a fraction of the theoretical maximum amount of product (1.0 means a 100% yield; for example, 0.34 means a 34% yield). (1) The reactants are [CH2:1]([C:3]1[CH:7]=[C:6]([C:8]2[CH:18]=[CH:17][C:11]3[O:12][CH2:13][C:14](=[O:16])[NH:15][C:10]=3[CH:9]=2)[N:5]([CH3:19])[N:4]=1)[CH3:2].C1C(=O)N([Br:27])C(=O)C1. No catalyst specified. The product is [Br:27][C:7]1[C:3]([CH2:1][CH3:2])=[N:4][N:5]([CH3:19])[C:6]=1[C:8]1[CH:18]=[CH:17][C:11]2[O:12][CH2:13][C:14](=[O:16])[NH:15][C:10]=2[CH:9]=1. The yield is 0.940. (2) The reactants are [CH3:1][C:2]1[C:7]([C:8]#[C:9][C:10]2[CH:11]=[N:12][C:13]([NH2:16])=[N:14][CH:15]=2)=[CH:6][C:5]([N+:17]([O-])=O)=[CH:4][N:3]=1.C(O)(=O)C.CC(C)=O.C(=O)([O-])[O-].[K+].[K+]. The catalyst is [Fe].CCOC(C)=O.O. The product is [NH2:17][C:5]1[CH:6]=[C:7]([C:8]#[C:9][C:10]2[CH:15]=[N:14][C:13]([NH2:16])=[N:12][CH:11]=2)[C:2]([CH3:1])=[N:3][CH:4]=1. The yield is 0.430.